Dataset: Forward reaction prediction with 1.9M reactions from USPTO patents (1976-2016). Task: Predict the product of the given reaction. (1) Given the reactants Br[C:2]1[CH:7]=[CH:6][C:5]([C:8]2[C:17]3[C:12](=[CH:13][CH:14]=[CH:15][CH:16]=3)[CH:11]=[CH:10][CH:9]=2)=[CH:4][CH:3]=1.CCCCCC.C([Li])CCC.C([O:32][B:33](OC(C)C)[O:34]C(C)C)(C)C.Cl, predict the reaction product. The product is: [C:8]1([C:5]2[CH:6]=[CH:7][C:2]([B:33]([OH:34])[OH:32])=[CH:3][CH:4]=2)[C:17]2[C:12](=[CH:13][CH:14]=[CH:15][CH:16]=2)[CH:11]=[CH:10][CH:9]=1. (2) Given the reactants Cl[C:2]1[N:7]2[N:8]=[C:9]([CH3:11])[CH:10]=[C:6]2[N:5]=[C:4]([NH:12][C:13](=[O:24])[C:14]2[CH:19]=[CH:18][C:17]([C:20]([OH:23])([CH3:22])[CH3:21])=[CH:16][CH:15]=2)[CH:3]=1.[OH:25][CH2:26][CH2:27][NH:28][C:29]([CH:31]1[CH2:36][CH2:35][CH2:34][NH:33][CH2:32]1)=[O:30].C(N(CC)C(C)C)(C)C, predict the reaction product. The product is: [OH:25][CH2:26][CH2:27][NH:28][C:29]([CH:31]1[CH2:36][CH2:35][CH2:34][N:33]([C:2]2[N:7]3[N:8]=[C:9]([CH3:11])[CH:10]=[C:6]3[N:5]=[C:4]([NH:12][C:13](=[O:24])[C:14]3[CH:19]=[CH:18][C:17]([C:20]([OH:23])([CH3:22])[CH3:21])=[CH:16][CH:15]=3)[CH:3]=2)[CH2:32]1)=[O:30]. (3) Given the reactants [CH3:1][O:2][C:3]1[C:8]2[C:9](=[O:25])[N:10]3[CH2:24][CH2:23][CH2:22][CH:11]3[CH2:12][N:13](C(OCC(Cl)(Cl)Cl)=O)[C:7]=2[CH:6]=[C:5]([O:26][CH3:27])[C:4]=1[O:28][CH3:29], predict the reaction product. The product is: [CH3:1][O:2][C:3]1[C:8]2[C:9](=[O:25])[N:10]3[CH2:24][CH2:23][CH2:22][CH:11]3[CH2:12][NH:13][C:7]=2[CH:6]=[C:5]([O:26][CH3:27])[C:4]=1[O:28][CH3:29]. (4) Given the reactants C(OC(=O)[NH:7][C:8]1[CH:13]=[C:12]([N:14]2[CH2:19][CH2:18][O:17][CH2:16][CH2:15]2)[C:11]([C:20]([F:23])([F:22])[F:21])=[CH:10][C:9]=1[NH:24][C:25](=[O:40])[CH2:26][C:27](=O)[C:28]1[CH:33]=[CH:32][CH:31]=[C:30]([N:34]2[CH:38]=[CH:37][CH:36]=[N:35]2)[CH:29]=1)(C)(C)C.C(O)(C(F)(F)F)=O, predict the reaction product. The product is: [N:14]1([C:12]2[C:11]([C:20]([F:22])([F:21])[F:23])=[CH:10][C:9]3[NH:24][C:25](=[O:40])[CH2:26][C:27]([C:28]4[CH:33]=[CH:32][CH:31]=[C:30]([N:34]5[CH:38]=[CH:37][CH:36]=[N:35]5)[CH:29]=4)=[N:7][C:8]=3[CH:13]=2)[CH2:15][CH2:16][O:17][CH2:18][CH2:19]1. (5) Given the reactants [C:1]1(=[O:22])[N:5]([CH2:6][C:7]2[C:16]3[C:11](=[CH:12][CH:13]=[CH:14][CH:15]=3)[CH2:10][CH2:9][N:8]=2)[C:4](=[O:17])[C:3]2=[CH:18][CH:19]=[CH:20][CH:21]=[C:2]12.CC(O)=O.[BH-](OC(C)=O)(OC(C)=O)OC(C)=O.[Na+], predict the reaction product. The product is: [C:4]1(=[O:17])[N:5]([CH2:6][CH:7]2[C:16]3[C:11](=[CH:12][CH:13]=[CH:14][CH:15]=3)[CH2:10][CH2:9][NH:8]2)[C:1](=[O:22])[C:2]2=[CH:21][CH:20]=[CH:19][CH:18]=[C:3]12.